This data is from Full USPTO retrosynthesis dataset with 1.9M reactions from patents (1976-2016). The task is: Predict the reactants needed to synthesize the given product. (1) The reactants are: [F:1][C:2]1[CH:3]=[C:4]2[C:8](=[CH:9][CH:10]=1)[N:7]([CH2:11][C:12]1[CH:17]=[CH:16][CH:15]=[C:14]([F:18])[CH:13]=1)[C:6]([C:19](Cl)=[O:20])=[CH:5]2.C(N(CC)CC)C.Br.Br.[NH2:31][C:32]1[CH:33]=[C:34]2[CH2:40][C:39](=[O:41])[NH:38][C:35]2=[N:36][CH:37]=1.O. Given the product [O:41]=[C:39]1[NH:38][C:35]2=[N:36][CH:37]=[C:32]([NH:31][C:19]([C:6]3[N:7]([CH2:11][C:12]4[CH:17]=[CH:16][CH:15]=[C:14]([F:18])[CH:13]=4)[C:8]4[C:4]([CH:5]=3)=[CH:3][C:2]([F:1])=[CH:10][CH:9]=4)=[O:20])[CH:33]=[C:34]2[CH2:40]1, predict the reactants needed to synthesize it. (2) Given the product [Cl:3][C:4]1[N:9]=[C:8]([NH:2][CH3:1])[CH:7]=[C:6]([CH2:11][O:12][CH2:13][C:14]([F:17])([F:16])[F:15])[N:5]=1, predict the reactants needed to synthesize it. The reactants are: [CH3:1][NH2:2].[Cl:3][C:4]1[N:9]=[C:8](Cl)[CH:7]=[C:6]([CH2:11][O:12][CH2:13][C:14]([F:17])([F:16])[F:15])[N:5]=1. (3) Given the product [CH3:23][O:22][C:3]1[CH:4]=[C:5]([C:8]([C:10]2[N:18]3[C:13]([CH:14]=[CH:15][CH:16]=[CH:17]3)=[C:12]([O:19][CH3:20])[C:11]=2[CH3:21])=[O:9])[CH:6]=[CH:7][C:2]=1[NH:1][CH2:25][C:26]([O:28][CH2:29][CH3:30])=[O:27], predict the reactants needed to synthesize it. The reactants are: [NH2:1][C:2]1[CH:7]=[CH:6][C:5]([C:8]([C:10]2[N:18]3[C:13]([CH:14]=[CH:15][CH:16]=[CH:17]3)=[C:12]([O:19][CH3:20])[C:11]=2[CH3:21])=[O:9])=[CH:4][C:3]=1[O:22][CH3:23].Br[CH2:25][C:26]([O:28][CH2:29][CH3:30])=[O:27]. (4) Given the product [C:1]([C:17]([NH:19][CH2:20][CH2:21][OH:22])=[O:18])([C:4]([C:7]([C:10]([C:13]([F:16])([F:14])[F:15])([F:11])[F:12])([F:9])[F:8])([F:6])[F:5])([F:3])[F:2].[NH2:19][C:23]([O:26][CH2:27][CH3:28])=[O:25], predict the reactants needed to synthesize it. The reactants are: [C:1]([C:17]([NH:19][CH2:20][CH2:21][OH:22])=[O:18])([C:4]([C:7]([C:10]([C:13]([F:16])([F:15])[F:14])([F:12])[F:11])([F:9])[F:8])([F:6])[F:5])([F:3])[F:2].[C:23]([O:26][CH2:27][CH3:28])(=[O:25])C. (5) Given the product [CH2:1]([O:8][CH2:9][C:10]1[N:15]=[CH:14][N:13]=[C:12]([O:16][C:17]2[CH:18]=[C:19]3[C:23](=[CH:24][CH:25]=2)[N:22]([C:31]([NH:33][C:34]2[CH:35]=[CH:46][C:40]([O:39][CH3:38])=[C:41]([C:47]([F:50])([F:49])[F:48])[CH:42]=2)=[O:32])[CH:21]=[CH:20]3)[CH:11]=1)[C:2]1[CH:3]=[CH:4][CH:5]=[CH:6][CH:7]=1, predict the reactants needed to synthesize it. The reactants are: [CH2:1]([O:8][CH2:9][C:10]1[N:15]=[CH:14][N:13]=[C:12]([O:16][C:17]2[CH:18]=[C:19]3[C:23](=[CH:24][CH:25]=2)[NH:22][CH:21]=[CH:20]3)[CH:11]=1)[C:2]1[CH:7]=[CH:6][CH:5]=[CH:4][CH:3]=1.C1N=CN([C:31]([N:33]2C=N[CH:35]=[CH:34]2)=[O:32])C=1.[CH3:38][O:39][C:40]1[CH:46]=CC(N)=[CH:42][C:41]=1[C:47]([F:50])([F:49])[F:48]. (6) Given the product [C:1]([O:5][C:6](=[O:28])[NH:7][C:8]1[C:13]([NH2:14])=[CH:12][C:11]([C:17]2[CH:22]=[CH:21][CH:20]=[C:19]([F:23])[C:18]=2[F:24])=[C:10]([N:25]([CH3:26])[CH3:27])[CH:9]=1)([CH3:4])([CH3:3])[CH3:2], predict the reactants needed to synthesize it. The reactants are: [C:1]([O:5][C:6](=[O:28])[NH:7][C:8]1[C:13]([N+:14]([O-])=O)=[CH:12][C:11]([C:17]2[CH:22]=[CH:21][CH:20]=[C:19]([F:23])[C:18]=2[F:24])=[C:10]([N:25]([CH3:27])[CH3:26])[CH:9]=1)([CH3:4])([CH3:3])[CH3:2].O.O.Cl[Sn]Cl.